Dataset: Reaction yield outcomes from USPTO patents with 853,638 reactions. Task: Predict the reaction yield, written as a fraction of the theoretical maximum amount of product (1.0 means a 100% yield; for example, 0.34 means a 34% yield). (1) The reactants are [N:1]1([C:6]2[N:11]=[CH:10][C:9]([CH2:12]O)=[CH:8][CH:7]=2)[CH:5]=[CH:4][CH:3]=[N:2]1.O=S(Cl)[Cl:16]. The catalyst is C(Cl)Cl. The product is [Cl:16][CH2:12][C:9]1[CH:8]=[CH:7][C:6]([N:1]2[CH:5]=[CH:4][CH:3]=[N:2]2)=[N:11][CH:10]=1. The yield is 0.950. (2) The reactants are [F:1][C:2]1[CH:7]=[CH:6][CH:5]=[CH:4][C:3]=1[OH:8].[H-].[Na+].[C:11]([O:15][C:16]([N:18]1[CH2:31][CH2:30][C:21]2([CH2:24][CH:23](OS(C)(=O)=O)[CH2:22]2)[CH2:20][CH2:19]1)=[O:17])([CH3:14])([CH3:13])[CH3:12].O. The catalyst is CN(C)C=O. The product is [C:11]([O:15][C:16]([N:18]1[CH2:31][CH2:30][C:21]2([CH2:22][CH:23]([O:8][C:3]3[CH:4]=[CH:5][CH:6]=[CH:7][C:2]=3[F:1])[CH2:24]2)[CH2:20][CH2:19]1)=[O:17])([CH3:14])([CH3:12])[CH3:13]. The yield is 1.00. (3) The product is [OH:8][C:9]1[CH:10]=[CH:11][C:12]([N:15]2[C:48](=[O:49])[C:47]([CH2:46][C:43]3[CH:44]=[CH:45][C:40]([C:35]4[C:34]([C:32]#[N:33])=[CH:39][CH:38]=[CH:37][CH:36]=4)=[CH:41][CH:42]=3)=[C:53]([CH2:54][CH2:55][CH3:56])[N:20]3[N:19]=[CH:18][CH:17]=[C:16]23)=[CH:13][CH:14]=1. The reactants are [Si]([O:8][C:9]1[CH:14]=[CH:13][C:12]([NH:15][C:16]2[NH:20][N:19]=[CH:18][CH:17]=2)=[CH:11][CH:10]=1)(C(C)(C)C)(C)C.N12CCCN=C1CCCCC2.[C:32]([C:34]1[CH:39]=[CH:38][CH:37]=[CH:36][C:35]=1[C:40]1[CH:45]=[CH:44][C:43]([CH2:46][CH:47]([C:53](=O)[CH2:54][CH2:55][CH3:56])[C:48](OCC)=[O:49])=[CH:42][CH:41]=1)#[N:33].[F-].C([N+](CCCC)(CCCC)CCCC)CCC.[Cl-].[NH4+]. The yield is 0.790. The catalyst is CCN(C1C=CC=CC=1)CC.C(OCC)(=O)C.O1CCCC1. (4) The reactants are [O:1]=[C:2]1[C:10]2[C:5](=[CH:6][CH:7]=[CH:8][CH:9]=2)C(=O)[N:3]1[CH2:12][C:13]1[C:22]2[C:17](=[CH:18][CH:19]=[CH:20][CH:21]=2)[C:16]([CH:23]=O)=[CH:15][CH:14]=1.[C:25]([O-:28])([O-])=O.[K+].[K+].O1CCOC[CH2:32]1. The catalyst is [Br-].C[P+](C1C=CC=CC=1)(C1C=CC=CC=1)C1C=CC=CC=1. The product is [CH:23]([C:16]1[C:17]2[C:22](=[CH:21][CH:20]=[CH:19][CH:18]=2)[C:13]([CH2:12][N:3]2[C:2](=[O:1])[C:10]3[C:5](=[CH:6][CH:7]=[CH:8][CH:9]=3)[C:25]2=[O:28])=[CH:14][CH:15]=1)=[CH2:32]. The yield is 0.670. (5) No catalyst specified. The product is [CH:1]12[CH2:8][CH2:7][CH:4]([CH:5]=[CH:6]1)[CH2:3][CH:2]2[C:9]1([CH3:16])[NH:13][C:12](=[O:14])[N:11]([CH2:23][C:22]2[CH:25]=[CH:26][C:19]([O:18][CH3:17])=[CH:20][CH:21]=2)[C:10]1=[O:15]. The reactants are [CH:1]12[CH2:8][CH2:7][CH:4]([CH:5]=[CH:6]1)[CH2:3][CH:2]2[C:9]1([CH3:16])[NH:13][C:12](=[O:14])[NH:11][C:10]1=[O:15].[CH3:17][O:18][C:19]1[CH:26]=[CH:25][C:22]([CH2:23]Cl)=[CH:21][CH:20]=1. The yield is 0.890. (6) The product is [N+:1]([C:4]1[CH:14]=[CH:13][CH:12]=[C:6]2[C:7]([N:15]([CH2:16][CH2:17][CH2:18][CH2:19][C:20]([OH:22])=[O:21])[C:10](=[O:11])[C:5]=12)=[O:9])([O-:3])=[O:2]. No catalyst specified. The yield is 0.730. The reactants are [N+:1]([C:4]1[CH:14]=[CH:13][CH:12]=[C:6]2[C:7]([O:9][C:10](=[O:11])[C:5]=12)=O)([O-:3])=[O:2].[NH2:15][CH2:16][CH2:17][CH2:18][CH2:19][C:20]([OH:22])=[O:21].